Task: Regression. Given a peptide amino acid sequence and an MHC pseudo amino acid sequence, predict their binding affinity value. This is MHC class I binding data.. Dataset: Peptide-MHC class I binding affinity with 185,985 pairs from IEDB/IMGT (1) The peptide sequence is GTSKIKMKW. The MHC is HLA-A69:01 with pseudo-sequence HLA-A69:01. The binding affinity (normalized) is 0.0847. (2) The peptide sequence is YTALHYYYL. The MHC is Mamu-A01 with pseudo-sequence Mamu-A01. The binding affinity (normalized) is 0.740. (3) The peptide sequence is QIYAGIKVK. The MHC is HLA-A02:06 with pseudo-sequence HLA-A02:06. The binding affinity (normalized) is 0. (4) The peptide sequence is YPSLMSRVV. The MHC is HLA-A03:01 with pseudo-sequence HLA-A03:01. The binding affinity (normalized) is 0.0847. (5) The peptide sequence is RMFEKSTHH. The MHC is HLA-B46:01 with pseudo-sequence HLA-B46:01. The binding affinity (normalized) is 0.0847. (6) The peptide sequence is VPAAIMMIL. The MHC is HLA-B35:01 with pseudo-sequence HLA-B35:01. The binding affinity (normalized) is 0.0909.